From a dataset of Forward reaction prediction with 1.9M reactions from USPTO patents (1976-2016). Predict the product of the given reaction. (1) Given the reactants [N:1]([CH2:4][CH2:5][O:6][C@@H:7]([C:21]1[CH:26]=[C:25]([Cl:27])[CH:24]=[CH:23][C:22]=1[CH3:28])[C@@H:8]1[CH2:13][CH2:12][CH2:11][N:10]([C:14]([O:16][C:17]([CH3:20])([CH3:19])[CH3:18])=[O:15])[CH2:9]1)=[N+]=[N-], predict the reaction product. The product is: [NH2:1][CH2:4][CH2:5][O:6][C@@H:7]([C:21]1[CH:26]=[C:25]([Cl:27])[CH:24]=[CH:23][C:22]=1[CH3:28])[C@@H:8]1[CH2:13][CH2:12][CH2:11][N:10]([C:14]([O:16][C:17]([CH3:20])([CH3:19])[CH3:18])=[O:15])[CH2:9]1. (2) Given the reactants [NH2:1][C:2]1[C:11]2[C:6](=[CH:7][CH:8]=[CH:9][C:10]=2[O:12][CH2:13][C@@H:14]([NH2:16])[CH3:15])[N:5]=[C:4]([CH3:17])[C:3]=1[C:18]([O:20][CH2:21][CH3:22])=[O:19].[C:23](O)(=[O:30])[C:24]1[CH:29]=[CH:28][N:27]=[CH:26][CH:25]=1, predict the reaction product. The product is: [NH2:1][C:2]1[C:11]2[C:6](=[CH:7][CH:8]=[CH:9][C:10]=2[O:12][CH2:13][C@@H:14]([NH:16][C:23](=[O:30])[C:24]2[CH:29]=[CH:28][N:27]=[CH:26][CH:25]=2)[CH3:15])[N:5]=[C:4]([CH3:17])[C:3]=1[C:18]([O:20][CH2:21][CH3:22])=[O:19].